From a dataset of NCI-60 drug combinations with 297,098 pairs across 59 cell lines. Regression. Given two drug SMILES strings and cell line genomic features, predict the synergy score measuring deviation from expected non-interaction effect. (1) Drug 1: CC12CCC3C(C1CCC2=O)CC(=C)C4=CC(=O)C=CC34C. Drug 2: C(CN)CNCCSP(=O)(O)O. Cell line: HCT-15. Synergy scores: CSS=-3.05, Synergy_ZIP=-13.7, Synergy_Bliss=-32.5, Synergy_Loewe=-48.9, Synergy_HSA=-33.7. (2) Drug 1: C1=C(C(=O)NC(=O)N1)F. Drug 2: C(CC(=O)O)C(=O)CN.Cl. Cell line: OVCAR-5. Synergy scores: CSS=35.1, Synergy_ZIP=-3.89, Synergy_Bliss=-4.48, Synergy_Loewe=-10.1, Synergy_HSA=-0.910.